This data is from Rat liver microsome stability data. The task is: Regression/Classification. Given a drug SMILES string, predict its absorption, distribution, metabolism, or excretion properties. Task type varies by dataset: regression for continuous measurements (e.g., permeability, clearance, half-life) or binary classification for categorical outcomes (e.g., BBB penetration, CYP inhibition). Dataset: rlm. (1) The compound is Oc1ccc(CN2CC(CNc3ccccc3)C3(C2)CN(c2ccccc2)C3)cc1. The result is 1 (stable in rat liver microsomes). (2) The compound is CNC[C@@H](O)CCN1c2ccccc2N(c2cc(F)ccc2F)S1(=O)=O. The result is 1 (stable in rat liver microsomes). (3) The drug is Cc1ccc(S(=O)(=O)Nc2cnccc2C(=O)Nc2nc3ccccc3s2)cc1. The result is 1 (stable in rat liver microsomes). (4) The drug is C=CCc1ccc(O)c(-c2ccc(O)c(CC=C)c2)c1. The result is 1 (stable in rat liver microsomes). (5) The result is 1 (stable in rat liver microsomes). The compound is CC(C)c1nc2c(C(F)(F)F)cccc2n1-c1cccc(Oc2cccc(S(C)(=O)=O)c2)c1. (6) The drug is O=S(=O)(Nc1nccs1)c1ccc(NCc2ccc(Br)cc2O)cc1. The result is 1 (stable in rat liver microsomes). (7) The drug is Cc1cnc(-c2ccccc2C(F)F)nc1NCc1ccc(-c2cccnc2)cc1. The result is 1 (stable in rat liver microsomes). (8) The drug is CCP(=O)(OC)c1ccc2oc(-c3cccc(F)c3)nc2c1. The result is 1 (stable in rat liver microsomes). (9) The drug is COc1cc([C@@]2(O)CCN(C)C[C@@H]2O)ccc1Nc1ncc2ccc(-c3ccccc3OC)n2n1. The result is 0 (unstable in rat liver microsomes). (10) The compound is C/C=C/CN1C(=O)C(CC(C)C)NC(=O)C12CCN(Cc1ccc(Oc3ccccc3)cc1)CC2. The result is 1 (stable in rat liver microsomes).